This data is from Reaction yield outcomes from USPTO patents with 853,638 reactions. The task is: Predict the reaction yield, written as a fraction of the theoretical maximum amount of product (1.0 means a 100% yield; for example, 0.34 means a 34% yield). (1) The reactants are [NH2:1][C@H:2]([CH2:4]O)[CH3:3].C(N(CC)CC)C.[CH3:13][O:14][P:15](Cl)([O:17][CH3:18])=[O:16].C(Cl)Cl.CO.[NH4+].[OH-].C(Cl)(Cl)Cl.CO.[NH4+].[OH-].[O-][Mn](=O)(=O)=O.[K+].CS(Cl)(=O)=O.[OH-].[K+]. The catalyst is ClCCl. The product is [CH3:4][CH:2]1[CH2:3][N@@:1]1[P:15](=[O:16])([O:17][CH3:18])[O:14][CH3:13]. The yield is 0.760. (2) The reactants are [NH2:1][C:2]1[CH:20]=[CH:19][C:5]2[N:6]([C:10]3[CH:15]=[CH:14][C:13]([O:16][CH2:17][CH3:18])=[CH:12][CH:11]=3)[CH:7]=[N+:8]([O-:9])[C:4]=2[CH:3]=1.[CH2:21]([C:23]1[CH:30]=[CH:29][C:26]([CH:27]=O)=[CH:25][CH:24]=1)[CH3:22].[BH4-].[Na+]. The catalyst is CO. The product is [CH2:17]([O:16][C:13]1[CH:12]=[CH:11][C:10]([N:6]2[C:5]3[CH:19]=[CH:20][C:2]([NH:1][CH2:27][C:26]4[CH:29]=[CH:30][C:23]([CH2:21][CH3:22])=[CH:24][CH:25]=4)=[CH:3][C:4]=3[N+:8]([O-:9])=[CH:7]2)=[CH:15][CH:14]=1)[CH3:18]. The yield is 0.760. (3) The reactants are C([O:3][C:4]([C:6]1[CH:7]=[N:8][C:9]2[C:14]([C:15]=1[NH:16][CH2:17][C:18]1[CH:23]=[CH:22][C:21]([O:24][CH3:25])=[C:20]([Cl:26])[CH:19]=1)=[CH:13][C:12]([C:27]#[N:28])=[CH:11][CH:10]=2)=[O:5])C.C1COCC1.[OH-].[Na+].Cl. The catalyst is C(O)C.CO. The product is [Cl:26][C:20]1[CH:19]=[C:18]([CH2:17][NH:16][C:15]2[C:14]3[C:9](=[CH:10][CH:11]=[C:12]([C:27]#[N:28])[CH:13]=3)[N:8]=[CH:7][C:6]=2[C:4]([OH:5])=[O:3])[CH:23]=[CH:22][C:21]=1[O:24][CH3:25]. The yield is 1.00. (4) The reactants are [C:1]([Si:5]([CH3:37])([CH3:36])[O:6][C:7]1([C:11]2[S:12][C:13]([C:16]3[CH:17]=[C:18]([NH:25][C:26]4[N:31]=[C:30]([C:32]([F:35])([F:34])[F:33])[CH:29]=[CH:28][N:27]=4)[CH:19]=[C:20]([N+:22]([O-:24])=[O:23])[CH:21]=3)=[CH:14][N:15]=2)[CH2:10][CH2:9][CH2:8]1)([CH3:4])([CH3:3])[CH3:2].C(N(CC)CC)C.[CH3:45][C:46]([O:49][C:50](O[C:50]([O:49][C:46]([CH3:48])([CH3:47])[CH3:45])=[O:51])=[O:51])([CH3:48])[CH3:47]. The catalyst is C1COCC1.CN(C1C=CN=CC=1)C.C(OCC)(=O)C. The product is [Si:5]([O:6][C:7]1([C:11]2[S:12][C:13]([C:16]3[CH:17]=[C:18]([N:25]([C:26]4[N:31]=[C:30]([C:32]([F:33])([F:34])[F:35])[CH:29]=[CH:28][N:27]=4)[C:50](=[O:51])[O:49][C:46]([CH3:48])([CH3:47])[CH3:45])[CH:19]=[C:20]([N+:22]([O-:24])=[O:23])[CH:21]=3)=[CH:14][N:15]=2)[CH2:10][CH2:9][CH2:8]1)([C:1]([CH3:4])([CH3:3])[CH3:2])([CH3:37])[CH3:36]. The yield is 0.960. (5) The reactants are [NH2:1][C:2]1[O:3][C:4]([C:20]2[CH:25]=[CH:24][CH:23]=[C:22]([Cl:26])[CH:21]=2)=[C:5]([CH2:12][C:13]2[CH:18]=[CH:17][C:16]([Cl:19])=[CH:15][CH:14]=2)[C:6]=1[C:7]([O:9][CH2:10][CH3:11])=[O:8].[C:27]([N:35]=[C:36]=[O:37])(=[O:34])[C:28]1[CH:33]=[CH:32][CH:31]=[CH:30][CH:29]=1. The catalyst is C1(C)C=CC=CC=1.CC(=O)OCC.O. The product is [C:27]([NH:35][C:36](=[O:37])[NH:1][C:2]1[O:3][C:4]([C:20]2[CH:25]=[CH:24][CH:23]=[C:22]([Cl:26])[CH:21]=2)=[C:5]([CH2:12][C:13]2[CH:14]=[CH:15][C:16]([Cl:19])=[CH:17][CH:18]=2)[C:6]=1[C:7]([O:9][CH2:10][CH3:11])=[O:8])(=[O:34])[C:28]1[CH:33]=[CH:32][CH:31]=[CH:30][CH:29]=1. The yield is 0.220. (6) The reactants are [F:1][C:2]1[CH:7]=[CH:6][C:5]([CH2:8][C:9]([N:11]2[CH2:15][CH:14]([O:16][C:17](=[O:22])[C:18]([CH3:21])([CH3:20])[CH3:19])[CH2:13][N:12]2[C:23]([C:25]2[CH:30]=[CH:29][N:28]=[C:27]([S:31][CH3:32])[N:26]=2)=O)=[O:10])=[CH:4][CH:3]=1.[H-].[Na+]. The catalyst is C1COCC1. The product is [F:1][C:2]1[CH:3]=[CH:4][C:5]([C:8]2[C:9](=[O:10])[N:11]3[CH2:15][CH:14]([O:16][C:17](=[O:22])[C:18]([CH3:19])([CH3:21])[CH3:20])[CH2:13][N:12]3[C:23]=2[C:25]2[CH:30]=[CH:29][N:28]=[C:27]([S:31][CH3:32])[N:26]=2)=[CH:6][CH:7]=1. The yield is 0.300. (7) The reactants are Br[C:2]1[CH:3]=[C:4]2[C:10]([C:11]([C:13]3[CH:14]=[C:15]([NH:20][C:21]([NH:23][CH2:24][CH2:25][CH2:26][CH3:27])=[O:22])[CH:16]=[CH:17][C:18]=3[F:19])=[O:12])=[CH:9][NH:8][C:5]2=[N:6][CH:7]=1.[N:28]1[CH:33]=[CH:32][CH:31]=[C:30](B(O)O)[CH:29]=1.C(#N)C. The catalyst is C(=O)([O-])[O-].[K+].[K+].O.C1C=CC([P]([Pd]([P](C2C=CC=CC=2)(C2C=CC=CC=2)C2C=CC=CC=2)([P](C2C=CC=CC=2)(C2C=CC=CC=2)C2C=CC=CC=2)[P](C2C=CC=CC=2)(C2C=CC=CC=2)C2C=CC=CC=2)(C2C=CC=CC=2)C2C=CC=CC=2)=CC=1. The product is [CH2:24]([NH:23][C:21]([NH:20][C:15]1[CH:16]=[CH:17][C:18]([F:19])=[C:13]([C:11]([C:10]2[C:4]3[C:5](=[N:6][CH:7]=[C:2]([C:30]4[CH:29]=[N:28][CH:33]=[CH:32][CH:31]=4)[CH:3]=3)[NH:8][CH:9]=2)=[O:12])[CH:14]=1)=[O:22])[CH2:25][CH2:26][CH3:27]. The yield is 0.610. (8) The product is [CH2:1]([N:3]([CH:15]1[CH2:16][CH2:17][O:18][CH2:19][CH2:20]1)[C:4]1[C:5]([CH3:14])=[C:6]([C:10]([OH:12])=[O:11])[CH:7]=[N:8][CH:9]=1)[CH3:2]. The reactants are [CH2:1]([N:3]([CH:15]1[CH2:20][CH2:19][O:18][CH2:17][CH2:16]1)[C:4]1[C:5]([CH3:14])=[C:6]([C:10]([O:12]C)=[O:11])[CH:7]=[N:8][CH:9]=1)[CH3:2].[OH-].[Na+].Cl. The catalyst is C1COCC1.CO. The yield is 0.770.